Dataset: Catalyst prediction with 721,799 reactions and 888 catalyst types from USPTO. Task: Predict which catalyst facilitates the given reaction. (1) The catalyst class is: 6. Reactant: [Cl:1][C:2]1[CH:3]=[C:4]([C:8]2[CH:9]=[C:10](Cl)[C:11]([C:14]#[N:15])=[N:12][CH:13]=2)[CH:5]=[CH:6][CH:7]=1.C[O-].[Na+].CO.CCCCCC.[C:28](OCC)(=[O:30])C. Product: [Cl:1][C:2]1[CH:3]=[C:4]([C:8]2[CH:9]=[C:10]([O:30][CH3:28])[C:11]([C:14]#[N:15])=[N:12][CH:13]=2)[CH:5]=[CH:6][CH:7]=1. (2) Reactant: Cl[C:2]1[N:3]=[N:4][CH:5]=[C:6](Cl)[C:7]=1[Cl:8].[F:10][C:11]1[CH:12]=[C:13]([CH:17]2[CH2:22][CH2:21][NH:20][CH2:19][CH2:18]2)[CH:14]=[CH:15][CH:16]=1.C(=O)([O-])[O-].[K+].[K+].[NH2:29][NH2:30]. Product: [Cl:8][C:7]1[C:6]([N:20]2[CH2:21][CH2:22][CH:17]([C:13]3[CH:14]=[CH:15][CH:16]=[C:11]([F:10])[CH:12]=3)[CH2:18][CH2:19]2)=[CH:5][N:4]=[N:3][C:2]=1[NH:29][NH2:30]. The catalyst class is: 872. (3) Reactant: C([O-])([O-])=O.[K+].[K+].[C:7]([O:11][C:12]([N:14]1[CH2:19][C@H:18]([CH2:20]Cl)[N:17]([CH2:22][C:23]2[CH:28]=[CH:27][CH:26]=[CH:25][CH:24]=2)[CH2:16][C@H:15]1[CH3:29])=[O:13])([CH3:10])([CH3:9])[CH3:8].Cl.[CH3:31][C@@H:32]1[CH2:37][O:36][CH2:35][CH2:34][NH:33]1. Product: [C:7]([O:11][C:12]([N:14]1[CH2:19][C@H:18]([CH2:20][N:33]2[CH2:34][CH2:35][O:36][CH2:37][C@H:32]2[CH3:31])[N:17]([CH2:22][C:23]2[CH:28]=[CH:27][CH:26]=[CH:25][CH:24]=2)[CH2:16][C@H:15]1[CH3:29])=[O:13])([CH3:10])([CH3:9])[CH3:8]. The catalyst class is: 10. (4) Reactant: [N:1]1[N:9]2[C:4]([N:5]=[C:6]3[CH2:15]CCC[CH2:11][C:7]3=[C:8]2[OH:10])=[CH:3][CH:2]=1.C[O:17]C(C1C(=O)COC1)=O.N1NC(N)=CC=1. Product: [N:1]1[N:9]2[C:4]([N:5]=[C:6]3[C:7](=[C:8]2[OH:10])[CH2:11][O:17][CH2:15]3)=[CH:3][CH:2]=1. The catalyst class is: 15.